Dataset: Forward reaction prediction with 1.9M reactions from USPTO patents (1976-2016). Task: Predict the product of the given reaction. (1) Given the reactants Cl[CH2:2][N:3]1[CH:7]=[CH:6][C:5]([C:8]([F:11])([F:10])[F:9])=[N:4]1.[F:12][C:13]([F:22])([F:21])[CH2:14][CH2:15][CH:16]([C:19]#[N:20])[C:17]#[N:18].C(=O)([O-])[O-].[K+].[K+].O, predict the reaction product. The product is: [F:9][C:8]([F:11])([F:10])[C:5]1[CH:6]=[CH:7][N:3]([CH2:2][C:16]([CH2:15][CH2:14][C:13]([F:12])([F:21])[F:22])([C:17]#[N:18])[C:19]#[N:20])[N:4]=1. (2) Given the reactants BrC1N=C(/C=C(\C#N)/C(NC(C2C=CC(OCCN(CC)CC)=CC=2)CCC)=O)C=CC=1.[F:33][C:34]1[N:39]=[C:38]([CH:40]=O)[CH:37]=[CH:36][CH:35]=1.[C:42]([CH2:44][C:45]([NH:47][CH:48]([C:52]1[CH:57]=[CH:56][C:55]([O:58][CH2:59][CH2:60][N:61]2[CH2:66][CH2:65][O:64][CH2:63][CH2:62]2)=[CH:54][CH:53]=1)[CH2:49][CH2:50][CH3:51])=[O:46])#[N:43], predict the reaction product. The product is: [C:42](/[C:44](=[CH:40]\[C:38]1[CH:37]=[CH:36][CH:35]=[C:34]([F:33])[N:39]=1)/[C:45]([NH:47][CH:48]([C:52]1[CH:57]=[CH:56][C:55]([O:58][CH2:59][CH2:60][N:61]2[CH2:62][CH2:63][O:64][CH2:65][CH2:66]2)=[CH:54][CH:53]=1)[CH2:49][CH2:50][CH3:51])=[O:46])#[N:43]. (3) Given the reactants [F:1][C:2]([F:34])([F:33])[C:3]1[CH:4]=[C:5]([C@H:13]2[O:17][C:16](=[O:18])[N:15]([CH2:19][C:20]3[CH:25]=[C:24]([C:26]([F:29])([F:28])[F:27])[CH:23]=[CH:22][C:21]=3[CH2:30]Br)[C@H:14]2[CH3:32])[CH:6]=[C:7]([C:9]([F:12])([F:11])[F:10])[CH:8]=1.[CH2:35]([NH2:38])[CH2:36][CH3:37].Cl.CCN(C(C)C)C(C)C, predict the reaction product. The product is: [F:1][C:2]([F:34])([F:33])[C:3]1[CH:4]=[C:5]([C@H:13]2[O:17][C:16](=[O:18])[N:15]([CH2:19][C:20]3[CH:25]=[C:24]([C:26]([F:29])([F:28])[F:27])[CH:23]=[CH:22][C:21]=3[CH2:30][NH:38][CH2:35][CH2:36][CH3:37])[C@H:14]2[CH3:32])[CH:6]=[C:7]([C:9]([F:12])([F:11])[F:10])[CH:8]=1. (4) Given the reactants [CH:1]1([CH2:6][O:7][C:8]2[C:9]([NH2:21])=[N:10][CH:11]=[C:12]([O:14][C:15]3[CH:20]=[CH:19][CH:18]=[CH:17][CH:16]=3)[CH:13]=2)[CH2:5][CH2:4][CH2:3][CH2:2]1.[C:22](N1C=CN=C1)([N:24]1C=CN=C1)=[S:23].[NH4+].[OH-].O, predict the reaction product. The product is: [CH:1]1([CH2:6][O:7][C:8]2[C:9]([NH:21][C:22]([NH2:24])=[S:23])=[N:10][CH:11]=[C:12]([O:14][C:15]3[CH:20]=[CH:19][CH:18]=[CH:17][CH:16]=3)[CH:13]=2)[CH2:2][CH2:3][CH2:4][CH2:5]1. (5) The product is: [CH:25]([OH:27])=[O:26].[Cl:78][C:75]1[S:74][C:73]([S:70]([NH:69][C:61]2[C:62]3[C:67](=[CH:66][CH:65]=[CH:64][C:63]=3[OH:68])[N:59]([CH2:58][C:54]3[CH:53]=[C:52]([CH2:51][NH:50][C:38]([C@@H:33]4[CH2:34][O:35][CH2:36][CH2:37][NH:32]4)=[O:40])[CH:57]=[CH:56][CH:55]=3)[N:60]=2)(=[O:71])=[O:72])=[CH:77][CH:76]=1. Given the reactants N1(OC(N(C)C)=[N+](C)C)C2N=CC=CC=2N=N1.F[P-](F)(F)(F)(F)F.[C:25]([N:32]1[CH2:37][CH2:36][O:35][CH2:34][C@H:33]1[C:38]([OH:40])=O)([O:27]C(C)(C)C)=[O:26].C(N(CC)C(C)C)(C)C.[NH2:50][CH2:51][C:52]1[CH:53]=[C:54]([CH2:58][N:59]2[C:67]3[C:62](=[C:63]([OH:68])[CH:64]=[CH:65][CH:66]=3)[C:61]([NH:69][S:70]([C:73]3[S:74][C:75]([Cl:78])=[CH:76][CH:77]=3)(=[O:72])=[O:71])=[N:60]2)[CH:55]=[CH:56][CH:57]=1, predict the reaction product. (6) Given the reactants C(Cl)(=O)C(Cl)=O.CS(C)=O.[CH3:11][CH:12]([CH3:22])[CH2:13][CH:14]([C:16]1[CH:21]=[N:20][CH:19]=[CH:18][N:17]=1)[OH:15].C(N(CC)CC)C, predict the reaction product. The product is: [CH3:11][CH:12]([CH3:22])[CH2:13][C:14]([C:16]1[CH:21]=[N:20][CH:19]=[CH:18][N:17]=1)=[O:15]. (7) The product is: [CH3:22][C@@H:23]([OH:24])[CH2:29][CH2:30][CH2:25][CH2:26][CH2:27][CH3:28]. Given the reactants C(N(CC(O)=O)CC(O)=O)CN(CC(O)=O)CC(O)=O.S[CH2:22][CH2:23][OH:24].[C:25]1(CS(F)(=O)=O)[CH:30]=[CH:29][CH:28]=[CH:27][CH:26]=1.S([O-])([O-])(=O)=O.S([O-])([O-])(=O)=O.[NH4+].[NH4+], predict the reaction product.